The task is: Predict which catalyst facilitates the given reaction.. This data is from Catalyst prediction with 721,799 reactions and 888 catalyst types from USPTO. (1) Product: [Cl:15][C:16]1[CH:17]=[CH:18][C:19]([CH:22]([C:24]2[CH:25]=[CH:26][CH:27]=[CH:28][CH:29]=2)[O:1][C:2]2[CH:11]=[CH:10][C:9]([N+:12]([O-:14])=[O:13])=[CH:8][C:3]=2[C:4]([O:6][CH3:7])=[O:5])=[CH:20][CH:21]=1. The catalyst class is: 3. Reactant: [OH:1][C:2]1[CH:11]=[CH:10][C:9]([N+:12]([O-:14])=[O:13])=[CH:8][C:3]=1[C:4]([O:6][CH3:7])=[O:5].[Cl:15][C:16]1[CH:21]=[CH:20][C:19]([CH:22]([C:24]2[CH:29]=[CH:28][CH:27]=[CH:26][CH:25]=2)O)=[CH:18][CH:17]=1.C1(C)C=CC=CC=1.C1(P(C2C=CC=CC=2)C2C=CC=CC=2)C=CC=CC=1. (2) Reactant: [CH3:1][O:2][CH2:3][CH:4]1[CH2:8][CH2:7][CH2:6][N:5]1[C:9]1[N:14]=[C:13]([NH:15][C:16]2[C:17]3[N:18]([CH:32]=[CH:33][N:34]=3)[N:19]=[C:20]([C:22]3[CH:23]=[C:24]([CH:29]=[CH:30][CH:31]=3)[C:25]([O:27]C)=[O:26])[CH:21]=2)[CH:12]=[CH:11][CH:10]=1.[OH-].[Na+]. Product: [CH3:1][O:2][CH2:3][CH:4]1[CH2:8][CH2:7][CH2:6][N:5]1[C:9]1[N:14]=[C:13]([NH:15][C:16]2[C:17]3[N:18]([CH:32]=[CH:33][N:34]=3)[N:19]=[C:20]([C:22]3[CH:23]=[C:24]([CH:29]=[CH:30][CH:31]=3)[C:25]([OH:27])=[O:26])[CH:21]=2)[CH:12]=[CH:11][CH:10]=1. The catalyst class is: 38. (3) Reactant: [F:1][C:2]1[CH:3]=[C:4]2[C:9](=[C:10]([C:12](O)=[O:13])[CH:11]=1)[NH:8][CH:7]([C:15]1[CH:20]=[CH:19][CH:18]=[C:17]([N:21]3[CH2:25][CH2:24][CH2:23][CH2:22]3)[CH:16]=1)[CH2:6][C:5]2([CH3:27])[CH3:26].[CH:28]1([S:31]([NH2:34])(=[O:33])=[O:32])[CH2:30][CH2:29]1. Product: [F:1][C:2]1[CH:3]=[C:4]2[C:9](=[C:10]([C:12]([NH:34][S:31]([CH:28]3[CH2:30][CH2:29]3)(=[O:33])=[O:32])=[O:13])[CH:11]=1)[NH:8][CH:7]([C:15]1[CH:20]=[CH:19][CH:18]=[C:17]([N:21]3[CH2:25][CH2:24][CH2:23][CH2:22]3)[CH:16]=1)[CH2:6][C:5]2([CH3:27])[CH3:26]. The catalyst class is: 119. (4) Reactant: [CH2:1]([N:8]1[CH2:13][CH2:12][CH2:11][CH:10]([C:14]([C:16]2[C:21]([Cl:22])=[CH:20][N:19]=[C:18]3[N:23]([Si](C(C)C)(C(C)C)C(C)C)[CH:24]=[CH:25][C:17]=23)=O)[CH2:9]1)[C:2]1[CH:7]=[CH:6][CH:5]=[CH:4][CH:3]=1.[NH2:36][NH2:37].CC(O)=O. Product: [CH2:1]([N:8]1[CH2:13][CH2:12][CH2:11][CH:10]([C:14](=[N:36][NH2:37])[C:16]2[C:21]([Cl:22])=[CH:20][N:19]=[C:18]3[NH:23][CH:24]=[CH:25][C:17]=23)[CH2:9]1)[C:2]1[CH:7]=[CH:6][CH:5]=[CH:4][CH:3]=1. The catalyst class is: 14.